Dataset: Forward reaction prediction with 1.9M reactions from USPTO patents (1976-2016). Task: Predict the product of the given reaction. (1) Given the reactants [Br:1][C:2]1[CH:10]=[CH:9][C:5]([C:6](Cl)=[O:7])=[CH:4][CH:3]=1.[CH2:11]([N:18]1[C:23](=[O:24])[C:22]2[C:25]([Br:29])=[C:26]([Br:28])[S:27][C:21]=2[N:20]=[C:19]1[CH:30]([NH:33][CH2:34][CH2:35][N:36]([CH3:38])[CH3:37])[CH2:31][CH3:32])[C:12]1[CH:17]=[CH:16][CH:15]=[CH:14][CH:13]=1.C(N(CC)C(C)C)(C)C, predict the reaction product. The product is: [CH2:11]([N:18]1[C:23](=[O:24])[C:22]2[C:25]([Br:29])=[C:26]([Br:28])[S:27][C:21]=2[N:20]=[C:19]1[CH:30]([N:33]([CH2:34][CH2:35][N:36]([CH3:38])[CH3:37])[C:6](=[O:7])[C:5]1[CH:9]=[CH:10][C:2]([Br:1])=[CH:3][CH:4]=1)[CH2:31][CH3:32])[C:12]1[CH:13]=[CH:14][CH:15]=[CH:16][CH:17]=1. (2) The product is: [CH3:16][N:15]([CH3:17])[C:6]1([C:9]2[CH:10]=[CH:11][CH:12]=[CH:13][CH:14]=2)[CH2:5][CH2:4][CH:3]([CH2:2][NH:1][C:49](=[O:50])[CH2:48][CH2:47][CH2:46][CH2:45][C:38]2[C:39]3[C:44](=[CH:43][CH:42]=[CH:41][CH:40]=3)[NH:36][CH:37]=2)[CH2:8][CH2:7]1. Given the reactants [NH2:1][CH2:2][CH:3]1[CH2:8][CH2:7][C:6]([N:15]([CH3:17])[CH3:16])([C:9]2[CH:14]=[CH:13][CH:12]=[CH:11][CH:10]=2)[CH2:5][CH2:4]1.[Cl-].COC1N=C(OC)N=C([N+]2(C)CCOCC2)N=1.[NH:36]1[C:44]2[C:39](=[CH:40][CH:41]=[CH:42][CH:43]=2)[C:38]([CH2:45][CH2:46][CH2:47][CH2:48][C:49](O)=[O:50])=[CH:37]1, predict the reaction product. (3) The product is: [Cl:14][C:10]1[N:9]=[C:8]([C:6]2[N:5]=[CH:4][N:3]=[C:2]([NH:15][CH:16]3[CH2:17][CH2:18][O:19][CH2:22][CH2:20]3)[N:7]=2)[CH:13]=[CH:12][N:11]=1. Given the reactants Cl[C:2]1[N:7]=[C:6]([C:8]2[CH:13]=[CH:12][N:11]=[C:10]([Cl:14])[N:9]=2)[N:5]=[CH:4][N:3]=1.[NH2:15][CH:16]1[CH2:20][O:19][CH2:18][CH2:17]1.O1CCC[CH2:22]1, predict the reaction product. (4) The product is: [CH:1]1([O:7][S:9]([CH3:8])(=[O:11])=[O:10])[CH2:6][CH2:5][CH2:4][CH2:3][CH2:2]1. Given the reactants [CH:1]1([OH:7])[CH2:6][CH2:5][CH2:4][CH2:3][CH2:2]1.[CH3:8][S:9](Cl)(=[O:11])=[O:10].C(N(CC)CC)C, predict the reaction product. (5) Given the reactants [OH:1][C@:2]12[CH2:20][CH2:19][CH2:18][C@H:3]1[O:4][C@@H:5]([C:9]1[CH:14]=[CH:13][N:12]=[CH:11][C:10]=1[N+:15]([O-:17])=[O:16])[CH2:6][C:7]2=O.[CH2:21]([NH2:28])[C:22]1[CH:27]=[CH:26][CH:25]=[CH:24][CH:23]=1.[Li+].[BH4-], predict the reaction product. The product is: [CH2:21]([NH:28][C@@H:7]1[CH2:6][C@H:5]([C:9]2[CH:14]=[CH:13][N:12]=[CH:11][C:10]=2[N+:15]([O-:17])=[O:16])[O:4][C@@H:3]2[CH2:18][CH2:19][CH2:20][C@:2]12[OH:1])[C:22]1[CH:27]=[CH:26][CH:25]=[CH:24][CH:23]=1. (6) Given the reactants [C:1]([O:9][CH2:10][C:11]1[C:16](Cl)=[C:15]([F:18])[N:14]=[C:13]([F:19])[C:12]=1Cl)(=[O:8])[C:2]1[CH:7]=[CH:6][CH:5]=[CH:4][CH:3]=1, predict the reaction product. The product is: [C:1]([O:9][CH2:10][C:11]1[CH:16]=[C:15]([F:18])[N:14]=[C:13]([F:19])[CH:12]=1)(=[O:8])[C:2]1[CH:3]=[CH:4][CH:5]=[CH:6][CH:7]=1. (7) Given the reactants Cl[C:2]1[S:3][CH:4]=[CH:5][C:6]=1[N+:7]([O-:9])=[O:8].[CH3:10][N:11]1[CH:15]=[C:14]([Sn](CCCC)(CCCC)CCCC)[N:13]=[CH:12]1, predict the reaction product. The product is: [CH3:10][N:11]1[CH:15]=[C:14]([C:2]2[S:3][CH:4]=[CH:5][C:6]=2[N+:7]([O-:9])=[O:8])[N:13]=[CH:12]1. (8) Given the reactants [Cl:1][C:2]1[C:18]([Cl:19])=[CH:17][C:5]2[N:6]=[C:7]([C:9]3[CH:14]=[CH:13][C:12]([CH:15]=[O:16])=[CH:11][CH:10]=3)[NH:8][C:4]=2[CH:3]=1.[Cl:20][C:21]1[S:22][C:23]([CH2:26]Cl)=[CH:24][CH:25]=1, predict the reaction product. The product is: [Cl:20][C:21]1[S:22][C:23]([CH2:26][N:8]2[C:4]3[CH:3]=[C:2]([Cl:1])[C:18]([Cl:19])=[CH:17][C:5]=3[N:6]=[C:7]2[C:9]2[CH:10]=[CH:11][C:12]([CH:15]=[O:16])=[CH:13][CH:14]=2)=[CH:24][CH:25]=1.